Task: Predict the product of the given reaction.. Dataset: Forward reaction prediction with 1.9M reactions from USPTO patents (1976-2016) (1) The product is: [CH3:13][N:7]1[C:8](=[O:12])[C:9]([CH3:11])=[CH:10][C:5]([C:3]([OH:4])=[O:2])=[CH:6]1. Given the reactants C[O:2][C:3]([C:5]1[CH:10]=[C:9]([CH3:11])[C:8](=[O:12])[N:7]([CH3:13])[CH:6]=1)=[O:4].[OH-].[Na+], predict the reaction product. (2) Given the reactants [F:1][C:2]1[CH:7]=[C:6]([F:8])[CH:5]=[CH:4][C:3]=1[NH:9][C:10]1[N:18]=[CH:17][CH:16]=[CH:15][C:11]=1[C:12]([OH:14])=O.[CH3:19][C:20]([NH2:24])([C:22]#[CH:23])[CH3:21].C1C=CC2N(O)N=NC=2C=1.CCN=C=NCCCN(C)C.CCN(C(C)C)C(C)C, predict the reaction product. The product is: [F:1][C:2]1[CH:7]=[C:6]([F:8])[CH:5]=[CH:4][C:3]=1[NH:9][C:10]1[N:18]=[CH:17][CH:16]=[CH:15][C:11]=1[C:12]([NH:24][C:20]([CH3:21])([C:22]#[CH:23])[CH3:19])=[O:14].